This data is from Forward reaction prediction with 1.9M reactions from USPTO patents (1976-2016). The task is: Predict the product of the given reaction. (1) Given the reactants [Cl:1][C:2]1[CH:7]=[CH:6][C:5]([C:8]2[S:16][C:15]3[C:14](=[O:17])[N:13]([C:18]4[CH:23]=[CH:22][C:21]([O:24][CH2:25][C:26]([OH:29])([CH3:28])[CH3:27])=[C:20]([CH2:30][CH3:31])[CH:19]=4)[CH:12]=[N:11][C:10]=3[CH:9]=2)=[CH:4][CH:3]=1.N1(C2C=CN=CC=2)CCCC1.[C:43]([O:47][C:48]([NH:50][CH2:51][C:52](O)=[O:53])=[O:49])([CH3:46])([CH3:45])[CH3:44].C(N=C=NC(C)C)(C)C.O.NN, predict the reaction product. The product is: [C:43]([O:47][C:48]([NH:50][CH2:51][C:52]([O:29][C:26]([CH3:27])([CH3:28])[CH2:25][O:24][C:21]1[CH:22]=[CH:23][C:18]([N:13]2[C:14](=[O:17])[C:15]3[S:16][C:8]([C:5]4[CH:4]=[CH:3][C:2]([Cl:1])=[CH:7][CH:6]=4)=[CH:9][C:10]=3[N:11]=[CH:12]2)=[CH:19][C:20]=1[CH2:30][CH3:31])=[O:53])=[O:49])([CH3:46])([CH3:45])[CH3:44]. (2) Given the reactants [C:1]([C:4]1[CH:5]=[CH:6][C:7]2[N:11]=[C:10]([CH2:12][CH2:13][CH3:14])[N:9]([CH2:15][C:16]3[CH:21]=[CH:20][CH:19]=[CH:18][C:17]=3[Cl:22])[C:8]=2[CH:23]=1)(O)=[O:2].C(Cl)(=O)C(Cl)=O.Cl.[CH3:31][N:32]([CH3:41])[C:33]1[CH:40]=[CH:39][C:36]([CH2:37][NH2:38])=[CH:35][CH:34]=1.C(N(CC)CC)C, predict the reaction product. The product is: [Cl:22][C:17]1[CH:18]=[CH:19][CH:20]=[CH:21][C:16]=1[CH2:15][N:9]1[C:8]2[CH:23]=[C:4]([C:1](=[O:2])[NH:38][CH2:37][C:36]3[CH:39]=[CH:40][C:33]([N:32]([CH3:41])[CH3:31])=[CH:34][CH:35]=3)[CH:5]=[CH:6][C:7]=2[N:11]=[C:10]1[CH2:12][CH2:13][CH3:14]. (3) Given the reactants [F:1][C:2]1[C:3]([NH:26][C:27]2[CH:32]=[CH:31][C:30]([I:33])=[CH:29][C:28]=2[F:34])=[C:4]([NH:11][S:12]([C:15]2([CH2:18][C@H:19]3[CH2:23][O:22]C(C)(C)[O:20]3)[CH2:17][CH2:16]2)(=[O:14])=[O:13])[C:5]([O:9][CH3:10])=[CH:6][C:7]=1[F:8], predict the reaction product. The product is: [F:1][C:2]1[C:3]([NH:26][C:27]2[CH:32]=[CH:31][C:30]([I:33])=[CH:29][C:28]=2[F:34])=[C:4]([NH:11][S:12]([C:15]2([CH2:18][C@H:19]([OH:20])[CH2:23][OH:22])[CH2:17][CH2:16]2)(=[O:13])=[O:14])[C:5]([O:9][CH3:10])=[CH:6][C:7]=1[F:8].